The task is: Predict the reactants needed to synthesize the given product.. This data is from Full USPTO retrosynthesis dataset with 1.9M reactions from patents (1976-2016). (1) Given the product [F:1][C:2]1[CH:10]=[CH:9][C:5]([C:6]([O:8][CH3:20])=[O:7])=[CH:4][C:3]=1[C:11]([F:12])([F:13])[F:14], predict the reactants needed to synthesize it. The reactants are: [F:1][C:2]1[CH:10]=[CH:9][C:5]([C:6]([OH:8])=[O:7])=[CH:4][C:3]=1[C:11]([F:14])([F:13])[F:12].OS(O)(=O)=O.[C:20]([O-])(O)=O.[Na+]. (2) Given the product [C:1]1([CH3:17])[CH:6]=[CH:5][CH:4]=[CH:3][C:2]=1[C:7]1[C:12]([C:13]([OH:15])=[O:14])=[CH:11][N:10]=[CH:9][CH:8]=1, predict the reactants needed to synthesize it. The reactants are: [C:1]1([CH3:17])[CH:6]=[CH:5][CH:4]=[CH:3][C:2]=1[C:7]1[C:12]([C:13]([O:15]C)=[O:14])=[CH:11][N:10]=[CH:9][CH:8]=1. (3) Given the product [NH2:2][C:1]1[NH:24][N:23]=[C:7]([NH:12][C:13]2[CH:21]=[CH:20][C:16]([CH2:17][C:18]#[N:19])=[CH:15][CH:14]=2)[C:3]=1[C:4]([NH2:6])=[O:5], predict the reactants needed to synthesize it. The reactants are: [C:1]([C:3](=[C:7](SC)SC)[C:4]([NH2:6])=[O:5])#[N:2].[NH2:12][C:13]1[CH:21]=[CH:20][C:16]([CH2:17][C:18]#[N:19])=[CH:15][CH:14]=1.O.[NH2:23][NH2:24]. (4) Given the product [ClH:31].[CH:22](/[C:2]1[N:6]2[N:7]=[C:8]([NH:11][CH2:12][CH2:13][CH2:14][N:15]3[CH2:20][CH2:19][N:18]([CH3:21])[CH2:17][CH2:16]3)[CH:9]=[CH:10][C:5]2=[N:4][CH:3]=1)=[CH:23]\[CH2:24][CH2:25][CH2:26][CH3:27], predict the reactants needed to synthesize it. The reactants are: Br[C:2]1[N:6]2[N:7]=[C:8]([NH:11][CH2:12][CH2:13][CH2:14][N:15]3[CH2:20][CH2:19][N:18]([CH3:21])[CH2:17][CH2:16]3)[CH:9]=[CH:10][C:5]2=[N:4][CH:3]=1.[CH:22](/B(O)O)=[CH:23]\[CH2:24][CH2:25][CH2:26][CH3:27].[ClH:31]. (5) Given the product [CH2:1]([O:8][C:9]1[CH:10]=[CH:11][C:12]([C:15]2[S:16][C:17]3[CH2:22][CH2:21][NH:20][CH2:19][C:18]=3[N:23]=2)=[CH:13][CH:14]=1)[C:2]1[CH:3]=[CH:4][CH:5]=[CH:6][CH:7]=1, predict the reactants needed to synthesize it. The reactants are: [CH2:1]([O:8][C:9]1[CH:14]=[CH:13][C:12]([C:15]2[S:16][C:17]3[CH:22]=[CH:21][N:20]=[CH:19][C:18]=3[N:23]=2)=[CH:11][CH:10]=1)[C:2]1[CH:7]=[CH:6][CH:5]=[CH:4][CH:3]=1.